From a dataset of Forward reaction prediction with 1.9M reactions from USPTO patents (1976-2016). Predict the product of the given reaction. Given the reactants [OH:1][C:2]1[CH:3]=[C:4]([CH:12]([CH3:16])[C:13]([OH:15])=[O:14])[CH:5]=[C:6]([C:8]([F:11])([F:10])[F:9])[CH:7]=1.[Cl:17][C:18]1[CH:23]=[C:22]([S:24]([CH2:27][C:28]2[CH:33]=[CH:32][C:31]([F:34])=[CH:30][CH:29]=2)(=[O:26])=[O:25])[CH:21]=[CH:20][C:19]=1F, predict the reaction product. The product is: [Cl:17][C:18]1[CH:23]=[C:22]([S:24]([CH2:27][C:28]2[CH:29]=[CH:30][C:31]([F:34])=[CH:32][CH:33]=2)(=[O:26])=[O:25])[CH:21]=[CH:20][C:19]=1[O:1][C:2]1[CH:3]=[C:4]([CH:12]([CH3:16])[C:13]([OH:15])=[O:14])[CH:5]=[C:6]([C:8]([F:9])([F:10])[F:11])[CH:7]=1.